From a dataset of Reaction yield outcomes from USPTO patents with 853,638 reactions. Predict the reaction yield, written as a fraction of the theoretical maximum amount of product (1.0 means a 100% yield; for example, 0.34 means a 34% yield). (1) The reactants are [CH3:1][O:2][C:3]1[CH:4]=[CH:5][C:6]2=[C:7]([CH:25]=1)[NH:8][C:9](=[O:24])[C@@H:10]([CH3:23])[NH:11][C:12](=[O:22])[CH2:13][NH:14][C:15](=[O:21])[CH2:16][CH2:17][CH2:18][CH:19]=[CH:20]2. The catalyst is C(O)C.[Pd]. The product is [CH3:1][O:2][C:3]1[CH:4]=[CH:5][C:6]2[CH2:20][CH2:19][CH2:18][CH2:17][CH2:16][C:15](=[O:21])[NH:14][CH2:13][C:12](=[O:22])[NH:11][C@H:10]([CH3:23])[C:9](=[O:24])[NH:8][C:7]=2[CH:25]=1. The yield is 0.750. (2) The reactants are Br[C:2]1[CH:11]=[C:10]2[C:5]([CH:6]=[C:7]([NH:12][C:13]([CH:15]3[CH2:17][CH2:16]3)=[O:14])[N:8]=[CH:9]2)=[CH:4][CH:3]=1.[Cl:18][C:19]1[CH:24]=[CH:23][C:22](B(O)O)=[C:21]([CH3:28])[CH:20]=1.C(=O)([O-])[O-].[Cs+].[Cs+]. The catalyst is C(#N)C.O.C(OCC)(=O)C.C1C=CC(P(C2C=CC=CC=2)[C-]2C=CC=C2)=CC=1.C1C=CC(P(C2C=CC=CC=2)[C-]2C=CC=C2)=CC=1.Cl[Pd]Cl.[Fe+2]. The product is [Cl:18][C:19]1[CH:24]=[CH:23][C:22]([C:2]2[CH:11]=[C:10]3[C:5]([CH:6]=[C:7]([NH:12][C:13]([CH:15]4[CH2:17][CH2:16]4)=[O:14])[N:8]=[CH:9]3)=[CH:4][CH:3]=2)=[C:21]([CH3:28])[CH:20]=1. The yield is 0.413. (3) The reactants are [CH3:1][N:2]([CH2:4][C:5]1[CH:6]=[C:7]([C:11]2[O:12][C:13]3[C:19]([C:20]([O:22]C)=O)=[CH:18][CH:17]=[CH:16][C:14]=3[N:15]=2)[CH:8]=[CH:9][CH:10]=1)[CH3:3].O.[NH4+:25]. The catalyst is C(O)C. The product is [CH3:1][N:2]([CH2:4][C:5]1[CH:6]=[C:7]([C:11]2[O:12][C:13]3[C:19]([C:20]([NH2:25])=[O:22])=[CH:18][CH:17]=[CH:16][C:14]=3[N:15]=2)[CH:8]=[CH:9][CH:10]=1)[CH3:3]. The yield is 0.220. (4) The reactants are Br[C:2]1[CH:8]=[C:7]([N+:9]([O-:11])=[O:10])[CH:6]=[CH:5][C:3]=1[NH2:4].[C:12]([C:14]1[CH:19]=[CH:18][CH:17]=[CH:16][CH:15]=1)#[CH:13]. The catalyst is C(N(CC)CC)C.[Cu]I.Cl[Pd](Cl)([P](C1C=CC=CC=1)(C1C=CC=CC=1)C1C=CC=CC=1)[P](C1C=CC=CC=1)(C1C=CC=CC=1)C1C=CC=CC=1. The product is [N+:9]([C:7]1[CH:6]=[CH:5][C:3]([NH2:4])=[C:2]([C:13]#[C:12][C:14]2[CH:19]=[CH:18][CH:17]=[CH:16][CH:15]=2)[CH:8]=1)([O-:11])=[O:10]. The yield is 0.140. (5) The reactants are Cl.[CH2:2]([NH:9][C:10]1[C:11]2[CH2:31][CH2:30][N:29](C(OC(C)(C)C)=O)[CH2:28][C:12]=2[N:13]=[C:14]([NH:16][C:17]2[CH:22]=[CH:21][C:20]([C:23]3[O:27][CH:26]=[N:25][CH:24]=3)=[CH:19][CH:18]=2)[N:15]=1)[C:3]1[CH:8]=[CH:7][CH:6]=[CH:5][CH:4]=1. The catalyst is CO. The product is [CH2:2]([NH:9][C:10]1[C:11]2[CH2:31][CH2:30][NH:29][CH2:28][C:12]=2[N:13]=[C:14]([NH:16][C:17]2[CH:18]=[CH:19][C:20]([C:23]3[O:27][CH:26]=[N:25][CH:24]=3)=[CH:21][CH:22]=2)[N:15]=1)[C:3]1[CH:4]=[CH:5][CH:6]=[CH:7][CH:8]=1. The yield is 0.475.